From a dataset of Catalyst prediction with 721,799 reactions and 888 catalyst types from USPTO. Predict which catalyst facilitates the given reaction. (1) Reactant: [Br:1][C:2]1[C:3](Cl)=[C:4]([N+:9]([O-:11])=[O:10])[C:5]([NH2:8])=[N:6][CH:7]=1.[C:13]1([NH:19][C:20](=[O:28])[CH2:21][N:22]2[CH2:27][CH2:26][NH:25][CH2:24][CH2:23]2)[CH:18]=[CH:17][CH:16]=[CH:15][CH:14]=1.C(N(C(C)C)CC)(C)C. Product: [NH2:8][C:5]1[C:4]([N+:9]([O-:11])=[O:10])=[C:3]([N:25]2[CH2:26][CH2:27][N:22]([CH2:21][C:20]([NH:19][C:13]3[CH:18]=[CH:17][CH:16]=[CH:15][CH:14]=3)=[O:28])[CH2:23][CH2:24]2)[C:2]([Br:1])=[CH:7][N:6]=1. The catalyst class is: 32. (2) Reactant: [Cl:1][C:2]1[CH:21]=[CH:20][C:5]([NH:6][C:7]2[C:16]3[C:11](=[CH:12][C:13]([OH:19])=[C:14]([O:17][CH3:18])[CH:15]=3)[N:10]=[CH:9][N:8]=2)=[C:4]([F:22])[CH:3]=1.Cl.Cl[CH2:25][CH2:26][S:27][C:28]1[CH:33]=[CH:32][N:31]=[CH:30][CH:29]=1.C(=O)([O-])[O-].[K+].[K+]. Product: [Cl:1][C:2]1[CH:21]=[CH:20][C:5]([NH:6][C:7]2[C:16]3[C:11](=[CH:12][C:13]([O:19][CH2:25][CH2:26][S:27][C:28]4[CH:33]=[CH:32][N:31]=[CH:30][CH:29]=4)=[C:14]([O:17][CH3:18])[CH:15]=3)[N:10]=[CH:9][N:8]=2)=[C:4]([F:22])[CH:3]=1. The catalyst class is: 179.